Regression. Given two drug SMILES strings and cell line genomic features, predict the synergy score measuring deviation from expected non-interaction effect. From a dataset of NCI-60 drug combinations with 297,098 pairs across 59 cell lines. (1) Drug 1: CC12CCC3C(C1CCC2=O)CC(=C)C4=CC(=O)C=CC34C. Drug 2: C1=CC(=CC=C1CCCC(=O)O)N(CCCl)CCCl. Cell line: CAKI-1. Synergy scores: CSS=47.1, Synergy_ZIP=1.15, Synergy_Bliss=0.254, Synergy_Loewe=-4.37, Synergy_HSA=3.80. (2) Drug 1: CCC1(CC2CC(C3=C(CCN(C2)C1)C4=CC=CC=C4N3)(C5=C(C=C6C(=C5)C78CCN9C7C(C=CC9)(C(C(C8N6C)(C(=O)OC)O)OC(=O)C)CC)OC)C(=O)OC)O.OS(=O)(=O)O. Drug 2: CC(C)(C#N)C1=CC(=CC(=C1)CN2C=NC=N2)C(C)(C)C#N. Cell line: NCI/ADR-RES. Synergy scores: CSS=0.776, Synergy_ZIP=4.94, Synergy_Bliss=6.12, Synergy_Loewe=3.86, Synergy_HSA=0.284. (3) Drug 1: C1CC(=O)NC(=O)C1N2CC3=C(C2=O)C=CC=C3N. Drug 2: C1CN1P(=S)(N2CC2)N3CC3. Cell line: BT-549. Synergy scores: CSS=11.5, Synergy_ZIP=-3.05, Synergy_Bliss=1.03, Synergy_Loewe=2.43, Synergy_HSA=2.87. (4) Drug 1: CCC1(CC2CC(C3=C(CCN(C2)C1)C4=CC=CC=C4N3)(C5=C(C=C6C(=C5)C78CCN9C7C(C=CC9)(C(C(C8N6C=O)(C(=O)OC)O)OC(=O)C)CC)OC)C(=O)OC)O.OS(=O)(=O)O. Drug 2: CC1=C(C(=O)C2=C(C1=O)N3CC4C(C3(C2COC(=O)N)OC)N4)N. Cell line: NCIH23. Synergy scores: CSS=44.0, Synergy_ZIP=3.17, Synergy_Bliss=3.47, Synergy_Loewe=-11.9, Synergy_HSA=1.96.